Dataset: Full USPTO retrosynthesis dataset with 1.9M reactions from patents (1976-2016). Task: Predict the reactants needed to synthesize the given product. (1) Given the product [CH3:3][N:2]([CH2:4][C:5]1[CH:10]=[C:9]([C:11]([OH:13])=[O:12])[CH:8]=[CH:7][C:6]=1[C:15]1[CH:20]=[CH:19][CH:18]=[CH:17][C:16]=1[CH3:21])[CH3:1], predict the reactants needed to synthesize it. The reactants are: [CH3:1][N:2]([CH2:4][C:5]1[CH:10]=[C:9]([C:11]([O:13]C)=[O:12])[CH:8]=[CH:7][C:6]=1[C:15]1[CH:20]=[CH:19][CH:18]=[CH:17][C:16]=1[CH3:21])[CH3:3].Cl. (2) Given the product [NH2:10][CH:11]([CH:16]([CH3:18])[CH3:17])[C@H:33]([OH:32])[C:34]([OH:29])=[O:27], predict the reactants needed to synthesize it. The reactants are: C(OC(=O)[NH:10][C@@H:11]([CH:16]([CH3:18])[CH3:17])C(C#N)O)C1C=CC=CC=1.Cl.C1([O:27]C)C=CC=CC=1.[O:29]1[CH2:34][CH2:33][O:32]CC1. (3) Given the product [NH2:12][C:11]1[C:20]([C:21]#[N:22])=[CH:48][N:47]=[C:46]([NH:45][CH2:44][CH2:43][NH:42][C:33]2[N:32]=[C:31]([C:25]3[CH:26]=[CH:27][C:28]([Cl:30])=[CH:29][C:24]=3[Cl:23])[C:36]([C:37]3[NH:41][CH:40]=[CH:39][N:38]=3)=[CH:35][N:34]=2)[N:10]=1, predict the reactants needed to synthesize it. The reactants are: ClC1C=C(Cl)C=CC=1C1C(N2C=CN=C2)=C[N:12]=[C:11]([CH2:20][CH2:21][NH2:22])[N:10]=1.[Cl:23][C:24]1[CH:29]=[C:28]([Cl:30])[CH:27]=[CH:26][C:25]=1[C:31]1[C:36]([C:37]2[NH:38][CH:39]=[CH:40][N:41]=2)=[CH:35][N:34]=[C:33]([NH:42][CH2:43][CH2:44][NH:45][C:46]2C=CC([N+]([O-])=O)=[C:48](OC)[N:47]=2)[N:32]=1. (4) Given the product [NH2:1][C:2]1[N:10]=[C:9]2[C:5]([N:6]=[CH:7][N:8]2[C@@H:11]2[O:15][C@H:14]([CH2:16][O:17][P:36]([NH:50][C@@H:51]([CH3:57])[C:52]([O:54][CH2:55][CH3:56])=[O:53])([O:35][C:34]3[CH:33]=[CH:32][C:31]([Cl:30])=[CH:59][CH:58]=3)=[O:37])[C@@H:13]([OH:18])[C@:12]2([F:20])[CH3:19])=[C:4]([O:21][CH2:22][CH3:23])[N:3]=1, predict the reactants needed to synthesize it. The reactants are: [NH2:1][C:2]1[N:10]=[C:9]2[C:5]([N:6]=[CH:7][N:8]2[C@@H:11]2[O:15][C@H:14]([CH2:16][OH:17])[C@@H:13]([OH:18])[C@:12]2([F:20])[CH3:19])=[C:4]([O:21][CH2:22][CH3:23])[N:3]=1.C([Mg]Cl)(C)(C)C.[Cl:30][C:31]1[CH:59]=[CH:58][C:34]([O:35][P:36]([NH:50][C@@H:51]([CH3:57])[C:52]([O:54][CH2:55][CH3:56])=[O:53])(OC2C(F)=C(F)C(F)=C(F)C=2F)=[O:37])=[CH:33][CH:32]=1.